Dataset: Forward reaction prediction with 1.9M reactions from USPTO patents (1976-2016). Task: Predict the product of the given reaction. The product is: [CH3:21][O:20][C:18]([NH:1][C@@H:2]([CH:6]1[CH2:7][CH2:8][O:9][CH2:10][CH2:11]1)[C:3]([OH:5])=[O:4])=[O:19]. Given the reactants [NH2:1][C@@H:2]([CH:6]1[CH2:11][CH2:10][O:9][CH2:8][CH2:7]1)[C:3]([OH:5])=[O:4].C(=O)(O)[O-].[Na+].Cl[C:18]([O:20][CH3:21])=[O:19], predict the reaction product.